From a dataset of Reaction yield outcomes from USPTO patents with 853,638 reactions. Predict the reaction yield, written as a fraction of the theoretical maximum amount of product (1.0 means a 100% yield; for example, 0.34 means a 34% yield). (1) The reactants are Cl[C:2]1[NH:7][C:6]2[CH:8]=[C:9]([Cl:11])[S:10][C:5]=2[S:4](=[O:13])(=[O:12])[N:3]=1.[NH2:14][C:15]1([CH2:20][OH:21])[CH2:19][CH2:18][CH2:17][CH2:16]1. The catalyst is C(O)C. The product is [Cl:11][C:9]1[S:10][C:5]2[S:4](=[O:13])(=[O:12])[N:3]=[C:2]([NH:14][C:15]3([CH2:20][OH:21])[CH2:19][CH2:18][CH2:17][CH2:16]3)[NH:7][C:6]=2[CH:8]=1. The yield is 0.100. (2) The reactants are [Si:1]([O:8][C:9]1[CH:14]=[C:13]([CH3:15])[C:12](B(O)O)=[C:11]([CH3:19])[CH:10]=1)([C:4]([CH3:7])([CH3:6])[CH3:5])([CH3:3])[CH3:2].Br[C:21]1[CH:22]=[C:23]([CH:28]=[CH:29][C:30]=1[O:31][CH:32]([CH3:34])[CH3:33])[C:24]([O:26][CH3:27])=[O:25].C1(P(C2CCCCC2)C2C=CC=CC=2C2C=CC=CC=2N(C)C)CCCCC1. The catalyst is C(=O)([O-])[O-].[Na+].[Na+].C1(C)C=CC=CC=1.[Cl-].[Na+].O.C1C=CC(/C=C/C(/C=C/C2C=CC=CC=2)=O)=CC=1.C1C=CC(/C=C/C(/C=C/C2C=CC=CC=2)=O)=CC=1.C1C=CC(/C=C/C(/C=C/C2C=CC=CC=2)=O)=CC=1.[Pd].[Pd]. The product is [Si:1]([O:8][C:9]1[CH:14]=[C:13]([CH3:15])[C:12]([C:29]2[C:30]([O:31][CH:32]([CH3:34])[CH3:33])=[CH:21][CH:22]=[C:23]([C:24]([O:26][CH3:27])=[O:25])[CH:28]=2)=[C:11]([CH3:19])[CH:10]=1)([C:4]([CH3:7])([CH3:6])[CH3:5])([CH3:3])[CH3:2]. The yield is 0.820. (3) The reactants are [CH3:1][C:2]1([CH3:10])[O:7][C:6](=[O:8])[CH2:5][C:4](=[O:9])[O:3]1.N1C=CC=CC=1.[C:17](Cl)(=[O:20])[CH2:18][CH3:19]. The catalyst is ClCCl.Cl. The product is [OH:20][C:17](=[C:5]1[C:6](=[O:8])[O:7][C:2]([CH3:10])([CH3:1])[O:3][C:4]1=[O:9])[CH2:18][CH3:19]. The yield is 0.930.